Task: Predict the reactants needed to synthesize the given product.. Dataset: Full USPTO retrosynthesis dataset with 1.9M reactions from patents (1976-2016) Given the product [Cl:1][C:2]1[CH:13]=[CH:12][C:11]([Cl:14])=[CH:10][C:3]=1[C:4]([NH:6][CH2:7][CH2:8][N:16]([CH:18]=[O:21])[OH:17])=[O:5], predict the reactants needed to synthesize it. The reactants are: [Cl:1][C:2]1[CH:13]=[CH:12][C:11]([Cl:14])=[CH:10][C:3]=1[C:4]([NH:6][CH2:7][CH:8]=O)=[O:5].Cl.[NH2:16][OH:17].[C:18]([O-:21])(=O)C.[Na+].